This data is from Experimentally validated miRNA-target interactions with 360,000+ pairs, plus equal number of negative samples. The task is: Binary Classification. Given a miRNA mature sequence and a target amino acid sequence, predict their likelihood of interaction. The miRNA is hsa-miR-3928-3p with sequence GGAGGAACCUUGGAGCUUCGGC. The protein sequence of the target gene is MAALSPTFATSTQDSTCLQDSEFPVSSKDHSCPQNLDLFVCSGLEPHTPSVGSQESVTFQDVAVDFTEKEWPLLDSSQRKLYKDVMLENYSNLTSLGYQVGKPSLISHLEQEEEPRTEERGAHQGACADWETPSKTKWSLLMEDIFGKETPSGVTMERAGLGEKSTEYAHLFEVFGMDPHLTQPMGRHAGKRPYHRRDYGVAFKGRPHLTQHMSMYDGRKMHECHQCQKAFTTSASLTRHRRIHTGEKPYECSDCGKAFNDPSALRSHARTHLKEKPFDCSQCGNAFRTLSALKIHMRVH.... Result: 1 (interaction).